Predict the product of the given reaction. From a dataset of Forward reaction prediction with 1.9M reactions from USPTO patents (1976-2016). (1) Given the reactants [C:1]([C:3]1[C:4]([O:32][CH3:33])=[C:5]([CH2:13][N:14]([CH3:31])[C:15](=[O:30])[CH:16]([C:23]2[CH:28]=[CH:27][C:26]([F:29])=[CH:25][CH:24]=2)[N:17]2[CH2:22][CH2:21][NH:20][CH2:19][CH2:18]2)[C:6]2[C:11]([CH:12]=1)=[CH:10][CH:9]=[CH:8][CH:7]=2)#[N:2].[CH:34](=O)[CH3:35].C([NH+](CC)CC)C, predict the reaction product. The product is: [C:1]([C:3]1[C:4]([O:32][CH3:33])=[C:5]([CH2:13][N:14]([CH3:31])[C:15](=[O:30])[CH:16]([N:17]2[CH2:18][CH2:19][N:20]([CH2:34][CH3:35])[CH2:21][CH2:22]2)[C:23]2[CH:24]=[CH:25][C:26]([F:29])=[CH:27][CH:28]=2)[C:6]2[C:11]([CH:12]=1)=[CH:10][CH:9]=[CH:8][CH:7]=2)#[N:2]. (2) Given the reactants [F:1][C:2]1[CH:26]=[CH:25][CH:24]=[C:23]([F:27])[C:3]=1[C:4]([NH:6][C:7]1[C:8]([CH2:21][OH:22])=[N:9][N:10]([CH2:12][C:13]2[CH:18]=[CH:17][C:16]([O:19][CH3:20])=[CH:15][CH:14]=2)[CH:11]=1)=[O:5], predict the reaction product. The product is: [F:1][C:2]1[CH:26]=[CH:25][CH:24]=[C:23]([F:27])[C:3]=1[C:4]([NH:6][C:7]1[C:8]([CH:21]=[O:22])=[N:9][N:10]([CH2:12][C:13]2[CH:14]=[CH:15][C:16]([O:19][CH3:20])=[CH:17][CH:18]=2)[CH:11]=1)=[O:5]. (3) Given the reactants [NH2:1][C:2]1[CH:3]=[C:4]([C@@H:8]([NH:10][C:11]2[CH:16]=[CH:15][CH:14]=[C:13]([Br:17])[N:12]=2)[CH3:9])[CH:5]=[CH:6][CH:7]=1.[CH3:18][C:19]1[CH:20]=[N:21][CH:22]=[C:23]([CH:27]=1)[C:24](O)=[O:25].Cl.CN(C)CCCN=C=NCC.N1(C2C=CN=CC=2)CCCC1.C(N(CC)CC)C, predict the reaction product. The product is: [Br:17][C:13]1[N:12]=[C:11]([NH:10][C@H:8]([C:4]2[CH:3]=[C:2]([NH:1][C:24](=[O:25])[C:23]3[CH:27]=[C:19]([CH3:18])[CH:20]=[N:21][CH:22]=3)[CH:7]=[CH:6][CH:5]=2)[CH3:9])[CH:16]=[CH:15][CH:14]=1.